Predict the reactants needed to synthesize the given product. From a dataset of Full USPTO retrosynthesis dataset with 1.9M reactions from patents (1976-2016). (1) The reactants are: I[C:2]1[CH:7]=[CH:6][C:5]([N:8]2[C@@H:12]([C:13]3[CH:18]=[CH:17][CH:16]=[CH:15][CH:14]=3)[C:11]([CH3:20])([CH3:19])[O:10][C:9]2=[O:21])=[CH:4][CH:3]=1.[N:22]1[CH:27]=[CH:26][CH:25]=[N:24][C:23]=1[C:28]1[CH:29]=[CH:30][C:31](=[O:34])[NH:32][CH:33]=1.P([O-])([O-])([O-])=O.[K+].[K+].[K+].CNCCNC. Given the product [CH3:19][C:11]1([CH3:20])[O:10][C:9](=[O:21])[N:8]([C:5]2[CH:6]=[CH:7][C:2]([N:32]3[CH:33]=[C:28]([C:23]4[N:22]=[CH:27][CH:26]=[CH:25][N:24]=4)[CH:29]=[CH:30][C:31]3=[O:34])=[CH:3][CH:4]=2)[C@H:12]1[C:13]1[CH:18]=[CH:17][CH:16]=[CH:15][CH:14]=1, predict the reactants needed to synthesize it. (2) The reactants are: [Br:1][C:2]1[CH:9]=[C:6]([CH:7]=[O:8])[C:5]([OH:10])=[CH:4][CH:3]=1.[Cl:11]Cl. Given the product [Cl:11][C:4]1[CH:3]=[C:2]([Br:1])[CH:9]=[C:6]([CH:7]=[O:8])[C:5]=1[OH:10], predict the reactants needed to synthesize it. (3) Given the product [CH3:1][C:2]([CH3:8])([CH3:7])[CH2:3][C:4]([NH:28][C:16]1[N:15]([C:13]2[O:12][N:11]=[C:10]([CH3:9])[CH:14]=2)[C:19]2[CH:20]=[C:21]([C:24]([F:27])([F:26])[F:25])[CH:22]=[CH:23][C:18]=2[N:17]=1)=[O:5], predict the reactants needed to synthesize it. The reactants are: [CH3:1][C:2]([CH3:8])([CH3:7])[CH2:3][C:4](Cl)=[O:5].[CH3:9][C:10]1[CH:14]=[C:13]([N:15]2[C:19]3[CH:20]=[C:21]([C:24]([F:27])([F:26])[F:25])[CH:22]=[CH:23][C:18]=3[N:17]=[C:16]2[NH2:28])[O:12][N:11]=1.C(N(CC)CC)C.N. (4) Given the product [CH2:28]([S:30]([C:33]1[CH:34]=[CH:35][C:36]([CH2:37][NH:38][C:39]([C:41]2[CH:42]=[C:43]3[CH2:49][NH:48][CH:47]([CH:57]4[CH2:61][CH2:60][O:59][CH2:58]4)[C:44]3=[N:45][CH:46]=2)=[O:40])=[CH:62][CH:63]=1)(=[O:31])=[O:32])[CH3:29], predict the reactants needed to synthesize it. The reactants are: C(S(C1C=CC(CNC(C2C=C3CN[C@@H](C(C)C)C3=NC=2)=O)=CC=1)(=O)=O)C.[CH2:28]([S:30]([C:33]1[CH:63]=[CH:62][C:36]([CH2:37][NH:38][C:39]([C:41]2[CH:42]=[C:43]3[CH2:49][N:48](C(OC(C)(C)C)=O)[CH:47]([CH:57]4[CH2:61][CH2:60][O:59][CH2:58]4)[C:44]3=[N:45][CH:46]=2)=[O:40])=[CH:35][CH:34]=1)(=[O:32])=[O:31])[CH3:29]. (5) Given the product [C:3]([C:2]([NH:1][C:24](=[S:25])[C:23]1[CH:22]=[CH:21][C:20]([C:19]([F:18])([F:29])[F:30])=[CH:28][CH:27]=1)([CH3:17])[CH2:5][N:6]1[N:10]=[C:9]2[CH:11]=[CH:12][C:13]([O:15][CH3:16])=[CH:14][C:8]2=[N:7]1)#[N:4], predict the reactants needed to synthesize it. The reactants are: [NH2:1][C:2]([CH3:17])([CH2:5][N:6]1[N:10]=[C:9]2[CH:11]=[CH:12][C:13]([O:15][CH3:16])=[CH:14][C:8]2=[N:7]1)[C:3]#[N:4].[F:18][C:19]([F:30])([F:29])[C:20]1[CH:28]=[CH:27][C:23]([C:24](Cl)=[S:25])=[CH:22][CH:21]=1. (6) Given the product [CH3:1][O:2][C:3]1[CH:4]=[C:5]([C:6]2[C:15]3[CH:16]=[CH:17][CH:18]=[CH:19][C:14]=3[C:13]3[NH:12][N:11]=[C:10]([CH3:20])[C:9]=3[N:8]=2)[CH:21]=[CH:22][CH:23]=1, predict the reactants needed to synthesize it. The reactants are: [CH3:1][O:2][C:3]1[CH:4]=[C:5]([CH:21]=[CH:22][CH:23]=1)[C:6]([NH:8][C:9]1[C:10]([CH3:20])=[N:11][NH:12][C:13]=1[C:14]1[CH:19]=[CH:18][CH:17]=[CH:16][CH:15]=1)=O.O=P12OP3(OP(OP(O3)(O1)=O)(=O)O2)=O.P(Cl)(Cl)(Cl)=O.C(=O)([O-])O.[Na+]. (7) Given the product [CH3:11][O:12][CH2:13][CH:14]([O:16][C:2]1[C:7]([N+:8]([O-:10])=[O:9])=[CH:6][CH:5]=[CH:4][N:3]=1)[CH3:15], predict the reactants needed to synthesize it. The reactants are: F[C:2]1[C:7]([N+:8]([O-:10])=[O:9])=[CH:6][CH:5]=[CH:4][N:3]=1.[CH3:11][O:12][CH2:13][CH:14]([OH:16])[CH3:15]. (8) Given the product [Br:1][C:2]1[C:3]2[CH2:14][CH2:15][CH:16]([C:17]3[CH:18]=[CH:19][CH:20]=[CH:21][CH:22]=3)[NH:13][C:4]=2[C:5]2[N:9]=[C:8]([CH3:10])[N:7]([CH3:11])[C:6]=2[CH:12]=1, predict the reactants needed to synthesize it. The reactants are: [Br:1][C:2]1[C:3]([CH2:14][CH:15]=[CH:16][C:17]2[CH:22]=[CH:21][CH:20]=[CH:19][CH:18]=2)=[C:4]([NH2:13])[C:5]2[N:9]=[C:8]([CH3:10])[N:7]([CH3:11])[C:6]=2[CH:12]=1.[OH-].[Na+]. (9) Given the product [Cl:19][C:20]1[CH:21]=[C:22]([CH:26]=[CH:27][CH:28]=1)[C:23]([N:16]1[CH2:17][CH2:18][CH:13]([CH2:12][O:11][C:7]2[CH:8]=[CH:9][CH:10]=[C:3]([F:2])[C:4]=2[C:5]#[N:6])[CH2:14][CH2:15]1)=[O:24], predict the reactants needed to synthesize it. The reactants are: Cl.[F:2][C:3]1[CH:10]=[CH:9][CH:8]=[C:7]([O:11][CH2:12][CH:13]2[CH2:18][CH2:17][NH:16][CH2:15][CH2:14]2)[C:4]=1[C:5]#[N:6].[Cl:19][C:20]1[CH:21]=[C:22]([CH:26]=[CH:27][CH:28]=1)[C:23](Cl)=[O:24].C(N(CC)CC)C.